From a dataset of Forward reaction prediction with 1.9M reactions from USPTO patents (1976-2016). Predict the product of the given reaction. (1) Given the reactants [F:1][C:2]([F:11])([F:10])[C:3]1[CH:8]=[CH:7][C:6]([OH:9])=[CH:5][CH:4]=1.[O:12]1[CH:17]=[CH:16][CH2:15][CH2:14][CH2:13]1.Cl, predict the reaction product. The product is: [F:1][C:2]([F:10])([F:11])[C:3]1[CH:4]=[CH:5][C:6]([O:9][CH:13]2[CH2:14][CH2:15][CH2:16][CH2:17][O:12]2)=[CH:7][CH:8]=1. (2) Given the reactants [CH3:1][C:2]1[CH:3]=[CH:4][CH:5]=[C:6]2[C:10]=1[NH:9][CH2:8][CH2:7]2.P([O-])([O-])([O-])=[O:12], predict the reaction product. The product is: [OH:12][C:4]1[CH:5]=[C:6]2[C:10](=[C:2]([CH3:1])[CH:3]=1)[NH:9][CH:8]=[CH:7]2. (3) Given the reactants [F:1][C:2]1[CH:19]=[CH:18][C:5]([CH2:6][C:7]2[C:16]3[C:11](=[CH:12][CH:13]=[CH:14][CH:15]=3)[C:10](=[O:17])[NH:9][N:8]=2)=[CH:4][C:3]=1[C:20]([N:22]1[CH2:27][CH2:26][CH:25]([OH:28])[CH2:24][CH2:23]1)=[O:21].[H-].[Na+].F[C:32]1[C:37]([CH3:38])=[CH:36][CH:35]=[CH:34][N:33]=1, predict the reaction product. The product is: [F:1][C:2]1[CH:19]=[CH:18][C:5]([CH2:6][C:7]2[C:16]3[C:11](=[CH:12][CH:13]=[CH:14][CH:15]=3)[C:10](=[O:17])[NH:9][N:8]=2)=[CH:4][C:3]=1[C:20]([N:22]1[CH2:23][CH2:24][CH:25]([O:28][C:32]2[C:37]([CH3:38])=[CH:36][CH:35]=[CH:34][N:33]=2)[CH2:26][CH2:27]1)=[O:21]. (4) Given the reactants [CH:1]([C:3]1[CH:12]=[CH:11][C:6]([C:7]([O:9][CH3:10])=[O:8])=[CH:5][CH:4]=1)=O.[OH:13]/[C:14](=[CH:20]\[C:21](=[O:28])[C:22]1[CH:23]=[N:24][CH:25]=[CH:26][CH:27]=1)/[C:15]([O:17]CC)=O.[C:29]1([CH2:35][CH2:36][CH2:37][NH2:38])[CH:34]=[CH:33][CH:32]=[CH:31][CH:30]=1, predict the reaction product. The product is: [OH:13][C:14]1[C:15](=[O:17])[N:38]([CH2:37][CH2:36][CH2:35][C:29]2[CH:34]=[CH:33][CH:32]=[CH:31][CH:30]=2)[CH:1]([C:3]2[CH:12]=[CH:11][C:6]([C:7]([O:9][CH3:10])=[O:8])=[CH:5][CH:4]=2)[C:20]=1[C:21](=[O:28])[C:22]1[CH:27]=[CH:26][CH:25]=[N:24][CH:23]=1. (5) Given the reactants Cl[C:2]1[CH:7]=[CH:6][C:5]([CH2:8][O:9][CH3:10])=[CH:4][N:3]=1.O.[NH2:12][NH2:13], predict the reaction product. The product is: [NH:12]([C:2]1[CH:7]=[CH:6][C:5]([CH2:8][O:9][CH3:10])=[CH:4][N:3]=1)[NH2:13]. (6) Given the reactants [CH2:1]([CH:3]1[CH2:5][N@@:4]1[S:6]([C:9]1[CH:14]=[CH:13][CH:12]=[CH:11][C:10]=1[N+:15]([O-:17])=[O:16])(=[O:8])=[O:7])[CH3:2].[F:18][C:19]1[CH:24]=[CH:23][C:22]([N:25]2[C:33]3[C:28](=[CH:29][C:30]([NH2:34])=[CH:31][CH:32]=3)[CH:27]=[N:26]2)=[CH:21][CH:20]=1.C(O)[C@H]1O[C@@H]2O[C@H]3[C@H](O)[C@@H](O)[C@@H](O[C@H]4[C@H](O)[C@@H](O)[C@@H](O[C@H]5[C@H](O)[C@@H](O)[C@@H](O[C@H]6[C@H](O)[C@@H](O)[C@@H](O[C@H]7[C@H](O)[C@@H](O)[C@@H](O[C@H]8[C@H](O)[C@@H](O)[C@@H](O[C@H]1[C@H](O)[C@H]2O)O[C@@H]8CO)O[C@@H]7CO)O[C@@H]6CO)O[C@@H]5CO)O[C@@H]4CO)O[C@@H]3CO.O, predict the reaction product. The product is: [F:18][C:19]1[CH:20]=[CH:21][C:22]([N:25]2[C:33]3[C:28](=[CH:29][C:30]([NH:34][CH2:5][C@@H:3]([NH:4][S:6]([C:9]4[CH:14]=[CH:13][CH:12]=[CH:11][C:10]=4[N+:15]([O-:17])=[O:16])(=[O:8])=[O:7])[CH2:1][CH3:2])=[CH:31][CH:32]=3)[CH:27]=[N:26]2)=[CH:23][CH:24]=1. (7) The product is: [CH3:3][C:2]([CH3:19])([O:4][C:5]([N:7]1[CH2:12][CH2:11][N:10]([CH:13]2[CH2:14][CH2:15][N:16]([CH:20]3[CH2:25][CH2:24][CH2:23][CH2:22][CH2:21]3)[CH2:17][CH2:18]2)[CH2:9][CH2:8]1)=[O:6])[CH3:1]. Given the reactants [CH3:1][C:2]([CH3:19])([O:4][C:5]([N:7]1[CH2:12][CH2:11][N:10]([CH:13]2[CH2:18][CH2:17][NH:16][CH2:15][CH2:14]2)[CH2:9][CH2:8]1)=[O:6])[CH3:3].[C:20]1(=O)[CH2:25][CH2:24][CH2:23][CH2:22][CH2:21]1, predict the reaction product. (8) Given the reactants [Br:1][C:2]1[CH:7]=[CH:6][C:5]([S:8][CH2:9][C:10]([OH:12])=O)=[CH:4][CH:3]=1.S(Cl)([Cl:15])=O, predict the reaction product. The product is: [Br:1][C:2]1[CH:7]=[CH:6][C:5]([S:8][CH2:9][C:10]([Cl:15])=[O:12])=[CH:4][CH:3]=1.